Regression. Given a target protein amino acid sequence and a drug SMILES string, predict the binding affinity score between them. We predict pKi (pKi = -log10(Ki in M); higher means stronger inhibition). Dataset: bindingdb_ki. From a dataset of Drug-target binding data from BindingDB using Ki measurements. (1) The target protein sequence is MAMQLRSLLLCVLLLLLGFALADTNAAARIHPPVVCANLSRANFDTLVPGFVFGAATASYQVEGAANLDGRGPSIWDTFTHKHPEKIADGSNGDVAIDQYHRYKEDVAIMKDMGLESYRFSISWSRVLPNGTLSGGINKKGIEYYNNLINELLHNGIEPLVTLFHWDVPQTLEDEYGGFLSNRIVNDFEEYAELCFKKFGDRVKHWTTLNEPYTFSSHGYAKGTHAPGRCSAWYNQTCFGGDSATEPYLVTHNLLLAHAAAVKLYKTKYQAYQKGVIGITVVTPWFEPASEAKEDIDAVFRALDFIYGWFMDPLTRGDYPQSMRSLVGERLPNFTKKESKSLSGSFDYIGINYYSARYASASKNYSGHPSYLNDVNVDVKSELNGVPIGPQAASSWLYFYPKGLYDLLCYTKEKYNDPIIYITENGVDEFNQPNPKLSLCQLLDDSNRIYYYYHHLCYLQAAIKEGVKVKGYFAWSLLDNFEWDNGYTVRFGINYVDYDN.... The pKi is 4.0. The drug is CCOc1cc(C(F)F)ccc1O[C@@H]1O[C@H](CO)[C@@H](O)[C@H](O)[C@H]1O. (2) The small molecule is Cc1nn(C)c(O)c1C(=O)c1ccc2nc(C)n(-c3ccc(Br)cc3)c(=O)c2c1. The target protein (P32754) has sequence MTTYSDKGAKPERGRFLHFHSVTFWVGNAKQAASFYCSKMGFEPLAYRGLETGSREVVSHVIKQGKIVFVLSSALNPWNKEMGDHLVKHGDGVKDIAFEVEDCDYIVQKARERGAKIMREPWVEQDKFGKVKFAVLQTYGDTTHTLVEKMNYIGQFLPGYEAPAFMDPLLPKLPKCSLEMIDHIVGNQPDQEMVSASEWYLKNLQFHRFWSVDDTQVHTEYSSLRSIVVANYEESIKMPINEPAPGKKKSQIQEYVDYNGGAGVQHIALKTEDIITAIRHLRERGLEFLSVPSTYYKQLREKLKTAKIKVKENIDALEELKILVDYDEKGYLLQIFTKPVQDRPTLFLEVIQRHNHQGFGAGNFNSLFKAFEEEQNLRGNLTNMETNGVVPGM. The pKi is 6.9. (3) The drug is CC(C)(C)c1ccc(NC(=O)N2CCN(c3ncccc3Cl)CC2)cc1. The target protein (Q9R0Q2) has sequence MAANTTSTAATSSPGGMSLSLLPIVLLSVALVVGLPGNSFVVWSILKRMQKRSVTALLVLNLALADLAVLLTAPFFLHFLARGTWSFEVTGCRLCHYVCGVSMYASVLLITIMSLDRSLAVARPFVSQKVRTKAFARWVLAGIWVVSFLLAIPVLVYRTVTPKNKTLICDSRYPSDGHKVFHLLFEAITGFLLPFLAVVASYSDIGRRLQARRFRRSRRTGRLVVLIILAFAAFWLPYHLVNLVEAGRTLAGWDKNSPAGQRLKLARYVLIALAFLSSSVNPVLYACAGGGLLRSAGVGFVVKLLEGTGSEVSSTRRGGTLVQTPKATPTCPEPGPTDSFMTSSTPPESSK. The pKi is 5.0. (4) The small molecule is O=C1c2ccccc2S(=O)(=O)N1CCCCN1CCN(c2cc(Cl)cc3c2OCCO3)CC1. The target protein sequence is MQKPEKFLYLPRGAQEEKTREKSASKHQVCRGVKLEPGTLTSMDPLNLSWYSGDIGDRNWSKPLNESGVDQKPQYNYYAMLLTLLIFVIVFGNVLVCMAVSREKALQTTTNYLIVSLAVADLLVATLVMPWVVYLEVVGEWRFSRIHCDIFVTLDVMMCTASILNLCAISIDRYTAVAMPMLYNTRYSSKRRVTVMIAVVWVLSFAISCPLLFGLNNTDENECIIANPAFVVYSSIVSFYVPFIVTLLVYVQIYIVLRRRRKRVNTKRSSHGLDSDTQAPLKDKCTHPEDVKLCTVIVKSNGSFQVNKRKVEVESHIEEMEMVSSTSPLEKTTIKPAAPSNHRLVVPIASTQGTNSTLQAPLDSPGKAEKNGHAKETPRIAKVFEIQSMPNGKLRTSLLKAMNRRKLSQQKEKKATQMLAIVLGVFIICWLPFFITHILNMHCDCSIPPAMYSAFTWLGYVNSAVNPIIYTTFNIEFRKAFMKILHC. The pKi is 8.3. (5) The compound is O=C1Cc2cc(C(=O)CCCN3CCc4ccccc4C3)ccc2N1. The target protein (P41595) has sequence MALSYRVSELQSTIPEHILQSTFVHVISSNWSGLQTESIPEEMKQIVEEQGNKLHWAALLILMVIIPTIGGNTLVILAVSLEKKLQYATNYFLMSLAVADLLVGLFVMPIALLTIMFEAMWPLPLVLCPAWLFLDVLFSTASIMHLCAISVDRYIAIKKPIQANQYNSRATAFIKITVVWLISIGIAIPVPIKGIETDVDNPNNITCVLTKERFGDFMLFGSLAAFFTPLAIMIVTYFLTIHALQKKAYLVKNKPPQRLTWLTVSTVFQRDETPCSSPEKVAMLDGSRKDKALPNSGDETLMRRTSTIGKKSVQTISNEQRASKVLGIVFFLFLLMWCPFFITNITLVLCDSCNQTTLQMLLEIFVWIGYVSSGVNPLVYTLFNKTFRDAFGRYITCNYRATKSVKTLRKRSSKIYFRNPMAENSKFFKKHGIRNGINPAMYQSPMRLRSSTIQSSSIILLDTLLLTENEGDKTEEQVSYV. The pKi is 6.3.